Dataset: Catalyst prediction with 721,799 reactions and 888 catalyst types from USPTO. Task: Predict which catalyst facilitates the given reaction. (1) Reactant: CN(C(ON1N=NC2C=CC=CC1=2)=[N+](C)C)C.[B-](F)(F)(F)F.[F:23][C:24]1[CH:25]=[C:26]([N:31]([CH3:54])[CH:32]([C:34]2[CH:35]=[C:36]([C:51](O)=[O:52])[CH:37]=[C:38]3[C:43]=2[O:42][C:41]([N:44]2[CH2:49][CH2:48][O:47][CH2:46][CH2:45]2)=[CH:40][C:39]3=[O:50])[CH3:33])[CH:27]=[C:28]([F:30])[CH:29]=1.C(N(C(C)C)C(C)C)C.[CH3:64][NH:65][CH2:66][CH2:67][OH:68]. Product: [F:30][C:28]1[CH:27]=[C:26]([N:31]([CH3:54])[CH:32]([C:34]2[CH:35]=[C:36]([C:51]([N:65]([CH2:66][CH2:67][OH:68])[CH3:64])=[O:52])[CH:37]=[C:38]3[C:43]=2[O:42][C:41]([N:44]2[CH2:45][CH2:46][O:47][CH2:48][CH2:49]2)=[CH:40][C:39]3=[O:50])[CH3:33])[CH:25]=[C:24]([F:23])[CH:29]=1. The catalyst class is: 3. (2) Reactant: Br[C:2]1[CH:7]=[CH:6][C:5]([CH3:8])=[C:4]([CH3:9])[CH:3]=1.[Li]C(CC)C.C1CCCCC1.[F:21][C:22]1[CH:23]=[C:24]([CH:27]=[CH:28][C:29]=1[C@@H:30]1[N:34]2[CH:35]=[N:36][CH:37]=[C:33]2[C:32](=[O:38])[CH2:31]1)[C:25]#[N:26]. Product: [CH3:9][C:4]1[CH:3]=[C:2]([C@:32]2([OH:38])[C:33]3[N:34]([CH:35]=[N:36][CH:37]=3)[C@@H:30]([C:29]3[CH:28]=[CH:27][C:24]([C:25]#[N:26])=[CH:23][C:22]=3[F:21])[CH2:31]2)[CH:7]=[CH:6][C:5]=1[CH3:8]. The catalyst class is: 1. (3) Reactant: [N:1]1[NH:2][N:3]=[N:4][C:5]=1[CH2:6][NH:7][C:8]1[CH:9]=[C:10]2[C:14](=[CH:15][CH:16]=1)[N:13]([O:17]CC1C=CC=CC=1)[N:12]=[CH:11]2. Product: [N:4]1[NH:3][N:2]=[N:1][C:5]=1[CH2:6][NH:7][C:8]1[CH:9]=[C:10]2[C:14](=[CH:15][CH:16]=1)[N:13]([OH:17])[N:12]=[CH:11]2. The catalyst class is: 19. (4) Reactant: [Br:1][C:2]1[CH:3]=[C:4]([S:12](Cl)(=[O:14])=[O:13])[C:5]2[CH:6]=[CH:7][N:8]=[CH:9][C:10]=2[CH:11]=1.[C:16]([O:20][C:21](=[O:26])[NH:22][CH2:23][CH2:24][NH2:25])([CH3:19])([CH3:18])[CH3:17].N1C=CC=CC=1. Product: [C:16]([O:20][C:21](=[O:26])[NH:22][CH2:23][CH2:24][NH:25][S:12]([C:4]1[C:5]2[CH:6]=[CH:7][N:8]=[CH:9][C:10]=2[CH:11]=[C:2]([Br:1])[CH:3]=1)(=[O:14])=[O:13])([CH3:19])([CH3:17])[CH3:18]. The catalyst class is: 2. (5) Reactant: [CH3:1][S:2]([N:5]1[CH2:10][CH2:9][N:8]([CH2:11][C:12]2[S:20][C:19]3[C:18]([N:21]4[CH2:26][CH2:25][O:24][CH2:23][CH2:22]4)=[N:17][C:16]([C:27]4[S:31][C:30]([NH2:32])=[N:29][CH:28]=4)=[N:15][C:14]=3[CH:13]=2)[CH2:7][CH2:6]1)(=[O:4])=[O:3].C(N(CC)CC)C.[C:40](Cl)(=[O:42])[CH3:41]. Product: [CH3:1][S:2]([N:5]1[CH2:10][CH2:9][N:8]([CH2:11][C:12]2[S:20][C:19]3[C:18]([N:21]4[CH2:26][CH2:25][O:24][CH2:23][CH2:22]4)=[N:17][C:16]([C:27]4[S:31][C:30]([NH:32][C:40](=[O:42])[CH3:41])=[N:29][CH:28]=4)=[N:15][C:14]=3[CH:13]=2)[CH2:7][CH2:6]1)(=[O:4])=[O:3]. The catalyst class is: 1. (6) Reactant: [NH2:1][C:2]1[NH:7][C:6](=[O:8])[NH:5][C:4](=[O:9])[CH:3]=1.C(O)(=O)C.O.CN(C)/[CH:17]=[CH:18]/[C:19]([C:21]1[CH:22]=[CH:23][C:24]([O:31][CH3:32])=[C:25]([CH:30]=1)[C:26]([O:28][CH3:29])=[O:27])=O. Product: [O:8]=[C:6]1[NH:7][C:2]2[N:1]=[C:19]([C:21]3[CH:22]=[CH:23][C:24]([O:31][CH3:32])=[C:25]([CH:30]=3)[C:26]([O:28][CH3:29])=[O:27])[CH:18]=[CH:17][C:3]=2[C:4](=[O:9])[NH:5]1. The catalyst class is: 16.